Dataset: hERG potassium channel inhibition data for cardiac toxicity prediction from Karim et al.. Task: Regression/Classification. Given a drug SMILES string, predict its toxicity properties. Task type varies by dataset: regression for continuous values (e.g., LD50, hERG inhibition percentage) or binary classification for toxic/non-toxic outcomes (e.g., AMES mutagenicity, cardiotoxicity, hepatotoxicity). Dataset: herg_karim. (1) The drug is O=C(CNc1ncnc2ccc(C(F)(F)F)cc12)NC1CN(C2CCC(O)(c3cncs3)CC2)C1. The result is 0 (non-blocker). (2) The compound is N#Cc1cccc(-c2c(C(=O)N3CCCCC3CO)cc3ccccn23)c1. The result is 0 (non-blocker). (3) The molecule is O=C(NC1CCc2ccc(CCN3CCN(c4nsc5ccccc45)CC3)cc21)c1ccno1. The result is 1 (blocker). (4) The drug is COc1ccc(CC(=O)N2CCC3(CC2)CN([C@@H]2CCc4cc(-c5cc(C)ncn5)ccc42)C3)c(C(N)=O)c1. The result is 0 (non-blocker). (5) The compound is C[C@@H](O)CN(C)C1CCN(c2ccc(Nc3ncc4c5ccncc5n([C@H]5CC[C@H](C)CC5)c4n3)nn2)CC1. The result is 1 (blocker). (6) The compound is Cc1ncoc1-c1nnc(SCCCN2CC[C@]3(c4cccc(C(F)(F)F)c4)C[C@@H]3C2)n1C. The result is 1 (blocker).